This data is from Full USPTO retrosynthesis dataset with 1.9M reactions from patents (1976-2016). The task is: Predict the reactants needed to synthesize the given product. (1) Given the product [CH3:9][O:8][C:6]1[CH:5]=[CH:4][C:3]([C:10](=[O:11])[C:12]2[CH:13]=[CH:14][C:15]([O:18][CH2:19][C:20]3[N:21]=[C:22]([C:26]4[CH:27]=[CH:28][CH:29]=[CH:30][CH:31]=4)[O:23][C:24]=3[CH3:25])=[CH:16][CH:17]=2)=[C:2]([CH:7]=1)[O:1][CH:33]([CH3:41])[C:34]([OH:36])=[O:35], predict the reactants needed to synthesize it. The reactants are: [OH:1][C:2]1[CH:7]=[C:6]([O:8][CH3:9])[CH:5]=[CH:4][C:3]=1[C:10]([C:12]1[CH:17]=[CH:16][C:15]([O:18][CH2:19][C:20]2[N:21]=[C:22]([C:26]3[CH:31]=[CH:30][CH:29]=[CH:28][CH:27]=3)[O:23][C:24]=2[CH3:25])=[CH:14][CH:13]=1)=[O:11].Br[CH:33]([CH3:41])[C:34]([O:36]C(C)(C)C)=[O:35].C(=O)([O-])[O-].[K+].[K+].S([O-])([O-])(=O)=O.[Mg+2]. (2) The reactants are: C([O:4][C:5]1[C:12]([O:13][CH3:14])=[CH:11][C:8]([CH:9]=[O:10])=[C:7](Br)[CH:6]=1)(=O)C.[B:16]1([B:16]2[O:20][C:19]([CH3:22])([CH3:21])[C:18]([CH3:24])([CH3:23])[O:17]2)[O:20][C:19]([CH3:22])([CH3:21])[C:18]([CH3:24])([CH3:23])[O:17]1.CC([O-])=O.[K+].CCOC(C)=O. Given the product [OH:4][C:5]1[C:12]([O:13][CH3:14])=[CH:11][C:8]([CH:9]=[O:10])=[C:7]([B:16]2[O:20][C:19]([CH3:22])([CH3:21])[C:18]([CH3:24])([CH3:23])[O:17]2)[CH:6]=1, predict the reactants needed to synthesize it. (3) Given the product [F:1][C:2]1[CH:3]=[CH:4][C:5]([C:8]2[O:9][C:10]3[CH:20]=[C:19]([CH2:21][CH2:22][C:23]([O:25][CH3:26])=[O:24])[C:18]([O:27][S:28]([C:31]([F:34])([F:33])[F:32])(=[O:30])=[O:29])=[CH:17][C:11]=3[C:12]=2[C:13](=[O:16])[NH:14][CH3:15])=[CH:6][CH:7]=1, predict the reactants needed to synthesize it. The reactants are: [F:1][C:2]1[CH:7]=[CH:6][C:5]([C:8]2[O:9][C:10]3[CH:20]=[C:19]([CH2:21][CH2:22][C:23]([O:25][CH3:26])=[O:24])[C:18]([OH:27])=[CH:17][C:11]=3[C:12]=2[C:13](=[O:16])[NH:14][CH3:15])=[CH:4][CH:3]=1.[S:28](O[S:28]([C:31]([F:34])([F:33])[F:32])(=[O:30])=[O:29])([C:31]([F:34])([F:33])[F:32])(=[O:30])=[O:29]. (4) Given the product [F:20][C:17]([F:18])([F:19])[C:12]([C:3]1[CH:4]=[CH:5][C:6]2[C:11](=[CH:10][CH:9]=[CH:8][CH:7]=2)[C:2]=1[NH:1][C:22](=[O:24])[CH3:23])([OH:21])[C:13]([F:14])([F:15])[F:16], predict the reactants needed to synthesize it. The reactants are: [NH2:1][C:2]1[C:11]2[C:6](=[CH:7][CH:8]=[CH:9][CH:10]=2)[CH:5]=[CH:4][C:3]=1[C:12]([OH:21])([C:17]([F:20])([F:19])[F:18])[C:13]([F:16])([F:15])[F:14].[C:22](OC(=O)C)(=[O:24])[CH3:23]. (5) Given the product [CH3:1][O:2][C:3]1[CH:10]=[C:9]([C:21]2[CH:22]=[N:23][CH:24]=[C:25]([F:30])[C:26]=2[CH:27]([OH:29])[CH3:28])[CH:8]=[CH:7][C:4]=1[C:5]#[N:6], predict the reactants needed to synthesize it. The reactants are: [CH3:1][O:2][C:3]1[CH:10]=[C:9](B2OC(C)(C)C(C)(C)O2)[CH:8]=[CH:7][C:4]=1[C:5]#[N:6].Br[C:21]1[CH:22]=[N:23][CH:24]=[C:25]([F:30])[C:26]=1[CH:27]([OH:29])[CH3:28].C(Cl)Cl.C([O-])([O-])=O.[Na+].[Na+]. (6) Given the product [O:36]=[C:32]1[CH:31]=[C:30]([C:27]2[CH:28]=[N:29][C:24]([C:23]([F:38])([F:22])[F:37])=[CH:25][CH:26]=2)[CH:35]=[CH:34][N:33]1[C:2]1[CH:7]=[CH:6][C:5]2[C:8]3[CH2:13][CH2:12][N:11]([C:14]([O:16][C:17]([CH3:20])([CH3:19])[CH3:18])=[O:15])[CH2:10][C:9]=3[O:21][C:4]=2[CH:3]=1, predict the reactants needed to synthesize it. The reactants are: Br[C:2]1[CH:7]=[CH:6][C:5]2[C:8]3[CH2:13][CH2:12][N:11]([C:14]([O:16][C:17]([CH3:20])([CH3:19])[CH3:18])=[O:15])[CH2:10][C:9]=3[O:21][C:4]=2[CH:3]=1.[F:22][C:23]([F:38])([F:37])[C:24]1[N:29]=[CH:28][C:27]([C:30]2[CH:35]=[CH:34][NH:33][C:32](=[O:36])[CH:31]=2)=[CH:26][CH:25]=1.C([O-])([O-])=O.[Cs+].[Cs+].CN[C@H]1CCCC[C@@H]1NC. (7) Given the product [Cl:19][C:17]1[CH:16]=[CH:15][C:14]2[N:8]([CH2:7][C:6]([CH3:51])([CH3:52])[CH2:5][OH:4])[C:9](=[O:50])[C@@H:10]([CH2:30][C:31]([NH:33][C:34]3[CH:35]=[CH:36][C:37]4[O:41][C:40]([CH2:42][CH2:43][C:44]([OH:46])=[O:45])=[CH:39][C:38]=4[CH:49]=3)=[O:32])[O:11][C@H:12]([C:20]3[CH:25]=[CH:24][CH:23]=[C:22]([O:26][CH3:27])[C:21]=3[O:28][CH3:29])[C:13]=2[CH:18]=1, predict the reactants needed to synthesize it. The reactants are: C([O:4][CH2:5][C:6]([CH3:52])([CH3:51])[CH2:7][N:8]1[C:14]2[CH:15]=[CH:16][C:17]([Cl:19])=[CH:18][C:13]=2[C@@H:12]([C:20]2[CH:25]=[CH:24][CH:23]=[C:22]([O:26][CH3:27])[C:21]=2[O:28][CH3:29])[O:11][C@H:10]([CH2:30][C:31]([NH:33][C:34]2[CH:35]=[CH:36][C:37]3[O:41][C:40]([CH2:42][CH2:43][C:44]([O:46]CC)=[O:45])=[CH:39][C:38]=3[CH:49]=2)=[O:32])[C:9]1=[O:50])(=O)C.[OH-].[Na+].Cl. (8) Given the product [Cl:1][C:2]1[CH:3]=[C:4]([CH2:9][C:10]([NH:43][NH:42][C:40](=[O:41])[CH2:39][O:38][C:33]2[CH:34]=[C:35]3[C:30](=[CH:31][CH:32]=2)[NH:29][C:28](=[O:27])[CH:37]=[CH:36]3)=[O:12])[CH:5]=[CH:6][C:7]=1[Cl:8], predict the reactants needed to synthesize it. The reactants are: [Cl:1][C:2]1[CH:3]=[C:4]([CH2:9][C:10]([OH:12])=O)[CH:5]=[CH:6][C:7]=1[Cl:8].C(Cl)CCl.C1C=CC2N(O)N=NC=2C=1.[O:27]=[C:28]1[CH:37]=[CH:36][C:35]2[C:30](=[CH:31][CH:32]=[C:33]([O:38][CH2:39][C:40]([NH:42][NH2:43])=[O:41])[CH:34]=2)[NH:29]1. (9) Given the product [C:13]([O:17][C:18]([N:20]1[CH2:25][CH2:24][C:23]([O:6][Si:7]([CH3:10])([CH3:9])[CH3:8])=[C:22]([CH3:27])[CH2:21]1)=[O:19])([CH3:16])([CH3:14])[CH3:15], predict the reactants needed to synthesize it. The reactants are: FC(F)(F)S([O:6][Si:7]([CH3:10])([CH3:9])[CH3:8])(=O)=O.[C:13]([O:17][C:18]([N:20]1[CH2:25][CH2:24][C:23](=O)[CH:22]([CH3:27])[CH2:21]1)=[O:19])([CH3:16])([CH3:15])[CH3:14].C(N(CC)CC)C.